This data is from Reaction yield outcomes from USPTO patents with 853,638 reactions. The task is: Predict the reaction yield, written as a fraction of the theoretical maximum amount of product (1.0 means a 100% yield; for example, 0.34 means a 34% yield). (1) The reactants are [CH3:1][C:2]1[CH:7]=[CH:6][C:5]([C:8]2[CH:13]=[CH:12][C:11]([CH2:14][NH2:15])=[CH:10][CH:9]=2)=[CH:4][CH:3]=1.[F:16][C:17]([F:42])([F:41])[C:18]1[CH:23]=[CH:22][C:21]([C:24]2[C:25]([C:30]([NH:32][C:33]3[CH:34]=[C:35]([C:38](O)=[O:39])[NH:36][CH:37]=3)=[O:31])=[CH:26][CH:27]=[CH:28][CH:29]=2)=[CH:20][CH:19]=1.C(P(O)(=O)O)CC.CN1CCOCC1. The catalyst is ClCCl.ClCCl.C(O)C. The product is [CH3:1][C:2]1[CH:3]=[CH:4][C:5]([C:8]2[CH:13]=[CH:12][C:11]([CH2:14][NH:15][C:38]([C:35]3[NH:36][CH:37]=[C:33]([NH:32][C:30]([C:25]4[C:24]([C:21]5[CH:20]=[CH:19][C:18]([C:17]([F:42])([F:16])[F:41])=[CH:23][CH:22]=5)=[CH:29][CH:28]=[CH:27][CH:26]=4)=[O:31])[CH:34]=3)=[O:39])=[CH:10][CH:9]=2)=[CH:6][CH:7]=1. The yield is 0.170. (2) The reactants are C([O:3][C:4]([C:6]1[CH:7]=[CH:8][C:9]2[N:10]([C:12]([S:15][C:16]3[CH:17]=[C:18]4[C:23](=[CH:24][CH:25]=3)[N:22]=[CH:21][C:20]([N:26]3[CH2:31][CH2:30][O:29][CH2:28][CH2:27]3)=[CH:19]4)=[N:13][N:14]=2)[CH:11]=1)=[CH2:5])C.Cl.C([O-])(O)=O.[Na+]. The catalyst is C1COCC1. The product is [O:29]1[CH2:28][CH2:27][N:26]([C:20]2[CH:21]=[N:22][C:23]3[C:18]([CH:19]=2)=[CH:17][C:16]([S:15][C:12]2[N:10]4[CH:11]=[C:6]([C:4](=[O:3])[CH3:5])[CH:7]=[CH:8][C:9]4=[N:14][N:13]=2)=[CH:25][CH:24]=3)[CH2:31][CH2:30]1. The yield is 0.398. (3) The reactants are [N:1]1[CH:6]=[CH:5][CH:4]=[CH:3][C:2]=1[S:7](Cl)(=[O:9])=[O:8].[C:11]([O:15][C:16](=[O:35])[NH:17][C@H:18]([C:23](=[O:34])[NH:24][C@H:25]1[CH2:31][CH2:30][C@@H:29]([CH3:32])[NH:28][CH2:27][C@@H:26]1[OH:33])[CH2:19][CH:20]([CH3:22])[CH3:21])([CH3:14])([CH3:13])[CH3:12].C(=O)(O)[O-].[Na+]. The catalyst is C(Cl)Cl.O.CCOC(C)=O. The product is [C:11]([O:15][C:16](=[O:35])[NH:17][C@H:18]([C:23](=[O:34])[NH:24][C@H:25]1[CH2:31][CH2:30][C@@H:29]([CH3:32])[NH:28][CH:27]([S:7]([C:2]2[CH:3]=[CH:4][CH:5]=[CH:6][N:1]=2)(=[O:9])=[O:8])[C@H:26]1[OH:33])[CH2:19][CH:20]([CH3:22])[CH3:21])([CH3:13])([CH3:14])[CH3:12]. The yield is 0.700. (4) The reactants are Cl.[OH:2][C@@H:3]1[CH2:7][CH2:6][NH:5][CH2:4]1.C(=O)([O-])[O-].[K+].[K+].C1COCC1.[C:19](O[C:19]([O:21][C:22]([CH3:25])([CH3:24])[CH3:23])=[O:20])([O:21][C:22]([CH3:25])([CH3:24])[CH3:23])=[O:20]. The catalyst is O. The product is [C:22]([O:21][C:19]([N:5]1[CH2:6][CH2:7][C@@H:3]([OH:2])[CH2:4]1)=[O:20])([CH3:25])([CH3:24])[CH3:23]. The yield is 0.960. (5) The reactants are Cl[C:2]1[CH:7]=[CH:6][N:5]=[C:4]2[CH:8]=[C:9]([C:11]([N:13]3[CH2:17][CH2:16][CH:15]([CH2:18][NH:19][CH3:20])[CH2:14]3)=[O:12])[S:10][C:3]=12.[CH3:21][NH:22][C:23]([C:25]1[C:33]2[C:28](=[CH:29][C:30]([OH:34])=[CH:31][CH:32]=2)[N:27]([CH3:35])[C:26]=1[CH3:36])=[O:24].C([O-])([O-])=O.[Cs+].[Cs+]. No catalyst specified. The product is [CH3:21][NH:22][C:23]([C:25]1[C:33]2[C:28](=[CH:29][C:30]([O:34][C:2]3[CH:7]=[CH:6][N:5]=[C:4]4[CH:8]=[C:9]([C:11]([N:13]5[CH2:17][CH2:16][CH:15]([CH2:18][NH:19][CH3:20])[CH2:14]5)=[O:12])[S:10][C:3]=34)=[CH:31][CH:32]=2)[N:27]([CH3:35])[C:26]=1[CH3:36])=[O:24]. The yield is 0.540. (6) The reactants are [NH2:1][C:2]1[CH:3]=[N:4][CH:5]=[CH:6][C:7]=1[NH:8][CH2:9][CH:10]1[CH2:15][CH2:14][N:13]([C:16]([O:18][C:19]([CH3:22])([CH3:21])[CH3:20])=[O:17])[CH2:12][CH2:11]1.[OH-].[Na+]. The catalyst is C(OC(=O)CCC)(=O)CCC.C(O)(=O)CCC. The product is [C:19]([O:18][C:16]([N:13]1[CH2:12][CH2:11][CH:10]([CH2:9][N:8]2[C:7]3[CH:6]=[CH:5][N:4]=[CH:3][C:2]=3[N:1]=[C:3]2[CH2:2][CH2:7][CH3:6])[CH2:15][CH2:14]1)=[O:17])([CH3:22])([CH3:21])[CH3:20]. The yield is 0.320. (7) The reactants are [CH:1]1([C:4]2[C:5]([N:25]([CH2:30][CH2:31][CH2:32][C:33]([NH:35][NH2:36])=[O:34])[S:26]([CH3:29])(=[O:28])=[O:27])=[CH:6][C:7]3[O:11][C:10]([C:12]4[CH:17]=[CH:16][C:15]([F:18])=[CH:14][CH:13]=4)=[C:9]([C:19]4[NH:20][CH:21]=[CH:22][N:23]=4)[C:8]=3[CH:24]=2)[CH2:3][CH2:2]1.[C:37](Cl)(Cl)=[O:38].C1(C)C=CC=CC=1. The catalyst is C(Cl)(Cl)Cl.O1CCCC1. The product is [CH:1]1([C:4]2[C:5]([N:25]([CH2:30][CH2:31][CH2:32][C:33]3[O:34][C:37](=[O:38])[NH:36][N:35]=3)[S:26]([CH3:29])(=[O:28])=[O:27])=[CH:6][C:7]3[O:11][C:10]([C:12]4[CH:17]=[CH:16][C:15]([F:18])=[CH:14][CH:13]=4)=[C:9]([C:19]4[NH:20][CH:21]=[CH:22][N:23]=4)[C:8]=3[CH:24]=2)[CH2:3][CH2:2]1. The yield is 0.710. (8) The reactants are C(OC([NH:8][C@H:9]([C:14]1[CH:19]=[CH:18][C:17]([F:20])=[CH:16][CH:15]=1)[CH2:10][C:11](O)=[O:12])=O)(C)(C)C.C[CH2:22][N:23]=[C:24]=NCCCN(C)C.C1C=CC2N(O)N=NC=2C=1.CNC. The catalyst is O. The product is [NH2:8][C@H:9]([C:14]1[CH:19]=[CH:18][C:17]([F:20])=[CH:16][CH:15]=1)[CH2:10][C:11]([N:23]([CH3:24])[CH3:22])=[O:12]. The yield is 0.900.